This data is from NCI-60 drug combinations with 297,098 pairs across 59 cell lines. The task is: Regression. Given two drug SMILES strings and cell line genomic features, predict the synergy score measuring deviation from expected non-interaction effect. (1) Drug 1: CS(=O)(=O)CCNCC1=CC=C(O1)C2=CC3=C(C=C2)N=CN=C3NC4=CC(=C(C=C4)OCC5=CC(=CC=C5)F)Cl. Drug 2: CC(C)NC(=O)C1=CC=C(C=C1)CNNC.Cl. Cell line: HT29. Synergy scores: CSS=-5.12, Synergy_ZIP=1.38, Synergy_Bliss=1.24, Synergy_Loewe=-2.69, Synergy_HSA=-2.67. (2) Drug 1: C1=CC(=C2C(=C1NCCNCCO)C(=O)C3=C(C=CC(=C3C2=O)O)O)NCCNCCO. Drug 2: COCCOC1=C(C=C2C(=C1)C(=NC=N2)NC3=CC=CC(=C3)C#C)OCCOC.Cl. Synergy scores: CSS=41.6, Synergy_ZIP=9.03, Synergy_Bliss=9.24, Synergy_Loewe=-15.1, Synergy_HSA=8.71. Cell line: BT-549. (3) Drug 1: CC1=C(C(=CC=C1)Cl)NC(=O)C2=CN=C(S2)NC3=CC(=NC(=N3)C)N4CCN(CC4)CCO. Drug 2: CN(C(=O)NC(C=O)C(C(C(CO)O)O)O)N=O. Cell line: UO-31. Synergy scores: CSS=7.31, Synergy_ZIP=-1.44, Synergy_Bliss=4.99, Synergy_Loewe=-6.81, Synergy_HSA=2.65. (4) Synergy scores: CSS=6.65, Synergy_ZIP=-3.05, Synergy_Bliss=1.52, Synergy_Loewe=-5.70, Synergy_HSA=-0.787. Drug 2: CC1=C(N=C(N=C1N)C(CC(=O)N)NCC(C(=O)N)N)C(=O)NC(C(C2=CN=CN2)OC3C(C(C(C(O3)CO)O)O)OC4C(C(C(C(O4)CO)O)OC(=O)N)O)C(=O)NC(C)C(C(C)C(=O)NC(C(C)O)C(=O)NCCC5=NC(=CS5)C6=NC(=CS6)C(=O)NCCC[S+](C)C)O. Drug 1: C1=CC(=CC=C1CC(C(=O)O)N)N(CCCl)CCCl.Cl. Cell line: SNB-19. (5) Drug 1: C1=NC2=C(N=C(N=C2N1C3C(C(C(O3)CO)O)F)Cl)N. Drug 2: CC12CCC3C(C1CCC2O)C(CC4=C3C=CC(=C4)O)CCCCCCCCCS(=O)CCCC(C(F)(F)F)(F)F. Cell line: SF-539. Synergy scores: CSS=-12.6, Synergy_ZIP=5.07, Synergy_Bliss=2.65, Synergy_Loewe=-8.82, Synergy_HSA=-7.66.